Predict the reactants needed to synthesize the given product. From a dataset of Full USPTO retrosynthesis dataset with 1.9M reactions from patents (1976-2016). (1) Given the product [NH2:50][C:46]1[C:45]([C:41]2[N:42]([CH2:43][CH3:44])[C:36]3[CH:35]=[C:34]([O:33][C:29]4[CH:28]=[C:27]([NH:26][C:15](=[O:17])[C:14]5[CH:13]=[CH:12][C:11]([O:10][CH2:9][CH2:8][N:2]6[CH2:3][CH2:4][O:5][CH2:6][CH2:7]6)=[CH:19][CH:18]=5)[CH:32]=[CH:31][CH:30]=4)[N:39]=[CH:38][C:37]=3[N:40]=2)=[N:49][O:48][N:47]=1, predict the reactants needed to synthesize it. The reactants are: Cl.[N:2]1([CH2:8][CH2:9][O:10][C:11]2[CH:19]=[CH:18][C:14]([C:15]([OH:17])=O)=[CH:13][CH:12]=2)[CH2:7][CH2:6][O:5][CH2:4][CH2:3]1.C(Cl)(=O)C(Cl)=O.[NH2:26][C:27]1[CH:28]=[C:29]([O:33][C:34]2[N:39]=[CH:38][C:37]3[N:40]=[C:41]([C:45]4[C:46]([NH2:50])=[N:47][O:48][N:49]=4)[N:42]([CH2:43][CH3:44])[C:36]=3[CH:35]=2)[CH:30]=[CH:31][CH:32]=1. (2) Given the product [Cl:27][C:19]1[N:18]([CH3:21])[N:17]=[C:16]([CH3:22])[C:15]=1[S:12]([N:9]1[CH2:8][CH2:7][CH:6]([O:5][C:4]2[CH:23]=[CH:24][C:25]([Cl:26])=[CH:2][CH:3]=2)[CH2:11][CH2:10]1)(=[O:13])=[O:14], predict the reactants needed to synthesize it. The reactants are: Cl[C:2]1[CH:3]=[C:4]([CH:23]=[CH:24][C:25]=1[Cl:26])[O:5][CH:6]1[CH2:11][CH2:10][N:9]([S:12]([C:15]2[C:16]([CH3:22])=[N:17][N:18]([CH3:21])[C:19]=2C)(=[O:14])=[O:13])[CH2:8][CH2:7]1.[Cl:27]C1N(C)N=C(C)C=1S(Cl)(=O)=O.Cl.ClC1C=CC(OC2CCNCC2)=CC=1. (3) The reactants are: [CH2:1]([O:8][C:9]1[CH:10]=[C:11]([CH:14]=[CH:15][CH:16]=1)[CH2:12]O)[C:2]1[CH:7]=[CH:6][CH:5]=[CH:4][CH:3]=1.C(Br)(Br)(Br)[Br:18].C1(P(C2C=CC=CC=2)C2C=CC=CC=2)C=CC=CC=1. Given the product [Br:18][CH2:12][C:11]1[CH:10]=[C:9]([CH:16]=[CH:15][CH:14]=1)[O:8][CH2:1][C:2]1[CH:7]=[CH:6][CH:5]=[CH:4][CH:3]=1, predict the reactants needed to synthesize it. (4) Given the product [C:18]([C:4]1[C:3]([C:25]2[CH:30]=[CH:29][CH:28]=[C:27]([F:31])[CH:26]=2)=[C:2]([Br:1])[N:6]2[CH2:7][CH2:8][N:9]([C:11]([O:13][C:14]([CH3:17])([CH3:16])[CH3:15])=[O:12])[CH2:10][C:5]=12)(=[O:19])[NH2:20], predict the reactants needed to synthesize it. The reactants are: [Br:1][C:2]1[N:6]2[CH2:7][CH2:8][N:9]([C:11]([O:13][C:14]([CH3:17])([CH3:16])[CH3:15])=[O:12])[CH2:10][C:5]2=[C:4]([C:18]([N:20]2C=CN=C2)=[O:19])[C:3]=1[C:25]1[CH:30]=[CH:29][CH:28]=[C:27]([F:31])[CH:26]=1.N. (5) Given the product [CH2:40]([O:31][CH:30]([P:32](=[O:39])([O:33][CH2:34][CH3:35])[O:36][CH2:37][CH3:38])[C:27]1[CH:28]=[CH:29][C:24]([NH:23][C:2]2[N:7]=[C:6]([NH:8][C:9]3[CH:18]=[CH:17][CH:16]=[CH:15][C:10]=3[C:11](=[O:12])[NH:13][CH3:14])[C:5]([C:19]([F:22])([F:21])[F:20])=[CH:4][N:3]=2)=[CH:25][CH:26]=1)[CH3:42], predict the reactants needed to synthesize it. The reactants are: Cl[C:2]1[N:7]=[C:6]([NH:8][C:9]2[CH:18]=[CH:17][CH:16]=[CH:15][C:10]=2[C:11]([NH:13][CH3:14])=[O:12])[C:5]([C:19]([F:22])([F:21])[F:20])=[CH:4][N:3]=1.[NH2:23][C:24]1[CH:29]=[CH:28][C:27]([CH:30]([P:32](=[O:39])([O:36][CH2:37][CH3:38])[O:33][CH2:34][CH3:35])[OH:31])=[CH:26][CH:25]=1.[C:40](O)([C:42](F)(F)F)=O. (6) Given the product [CH:26]([N:24]([CH2:23][C:20]1[CH:19]=[C:15]2[C:16]([O:18][C:1](=[O:2])[NH:13][C:14]2=[CH:22][CH:21]=1)=[O:17])[CH3:25])=[O:27], predict the reactants needed to synthesize it. The reactants are: [C:1](N1C=CN=C1)(N1C=CN=C1)=[O:2].[NH2:13][C:14]1[CH:22]=[CH:21][C:20]([CH2:23][N:24]([CH:26]=[O:27])[CH3:25])=[CH:19][C:15]=1[C:16]([OH:18])=[O:17].Cl. (7) Given the product [N+:27]([C:30]1[CH:31]=[C:32]([S:36]([NH:1][C:2]2[CH:3]=[C:4]([CH:8]([NH:15][C:16](=[O:26])[CH:17]([C:20]3[CH:25]=[CH:24][CH:23]=[CH:22][CH:21]=3)[CH2:18][CH3:19])[CH2:9][C:10]([O:12][CH2:13][CH3:14])=[O:11])[CH:5]=[CH:6][CH:7]=2)(=[O:38])=[O:37])[CH:33]=[CH:34][CH:35]=1)([O-:29])=[O:28], predict the reactants needed to synthesize it. The reactants are: [NH2:1][C:2]1[CH:3]=[C:4]([CH:8]([NH:15][C:16](=[O:26])[CH:17]([C:20]2[CH:25]=[CH:24][CH:23]=[CH:22][CH:21]=2)[CH2:18][CH3:19])[CH2:9][C:10]([O:12][CH2:13][CH3:14])=[O:11])[CH:5]=[CH:6][CH:7]=1.[N+:27]([C:30]1[CH:31]=[C:32]([S:36](Cl)(=[O:38])=[O:37])[CH:33]=[CH:34][CH:35]=1)([O-:29])=[O:28].